This data is from Catalyst prediction with 721,799 reactions and 888 catalyst types from USPTO. The task is: Predict which catalyst facilitates the given reaction. (1) Reactant: [CH2:1]([O:3][C:4](=[O:13])[C:5]1[CH:10]=[C:9]([OH:11])[CH:8]=[C:7]([OH:12])[CH:6]=1)[CH3:2].C(=O)([O-])[O-].[K+].[K+].[CH2:20](Br)[C:21]1[CH:26]=[CH:25][CH:24]=[CH:23][CH:22]=1.[K+].[Br-]. Product: [CH2:1]([O:3][C:4](=[O:13])[C:5]1[CH:10]=[C:9]([O:11][CH2:20][C:21]2[CH:26]=[CH:25][CH:24]=[CH:23][CH:22]=2)[CH:8]=[C:7]([O:12][CH2:4][C:5]2[CH:10]=[CH:9][CH:8]=[CH:7][CH:6]=2)[CH:6]=1)[CH3:2]. The catalyst class is: 21. (2) Reactant: C(C(O)=O)(F)(F)F.[O:8]=[C:9]1[N:13]([CH2:14][C:15]([O:17]C(C)(C)C)=[O:16])[C:12]2[CH:22]=[CH:23][CH:24]=[CH:25][C:11]=2[N:10]1[CH:26]1[CH2:31][CH2:30][S:29][CH2:28][CH2:27]1. Product: [O:8]=[C:9]1[N:13]([CH2:14][C:15]([OH:17])=[O:16])[C:12]2[CH:22]=[CH:23][CH:24]=[CH:25][C:11]=2[N:10]1[CH:26]1[CH2:31][CH2:30][S:29][CH2:28][CH2:27]1. The catalyst class is: 2. (3) Reactant: [CH3:1][C:2]1[CH:7]=[CH:6][C:5]([C:8]2[O:12][N:11]=[CH:10][C:9]=2[C:13](Cl)=[O:14])=[CH:4][CH:3]=1.[CH3:16][S:17]([N:20]1[C:28]2([CH2:33][CH2:32][NH:31][CH2:30][CH2:29]2)[C:27]2[C:22](=[CH:23][CH:24]=[CH:25][CH:26]=2)[CH2:21]1)(=[O:19])=[O:18]. Product: [CH3:1][C:2]1[CH:7]=[CH:6][C:5]([C:8]2[O:12][N:11]=[CH:10][C:9]=2[C:13]([N:31]2[CH2:32][CH2:33][C:28]3([C:27]4[C:22](=[CH:23][CH:24]=[CH:25][CH:26]=4)[CH2:21][N:20]3[S:17]([CH3:16])(=[O:18])=[O:19])[CH2:29][CH2:30]2)=[O:14])=[CH:4][CH:3]=1. The catalyst class is: 4.